This data is from Forward reaction prediction with 1.9M reactions from USPTO patents (1976-2016). The task is: Predict the product of the given reaction. (1) Given the reactants O.[PH2:2]([O-:4])=[O:3].[Na+].[CH2:6]=[CH2:7].[C:8](OOC(=O)[C:19]1[CH:24]=CC=CC=1)(=O)[C:9]1C=CC=CC=1.O.O.O.O.O.O.O.O.O.[N+]([O-])([O-])=O.[Al+3:39].[N+]([O-])([O-])=O.[N+]([O-])([O-])=O, predict the reaction product. The product is: [CH2:8]([P:2]([CH2:6][CH3:7])(=[O:4])[O-:3])[CH3:9].[Al+3:39].[CH2:6]([P:2]([CH2:24][CH3:19])(=[O:4])[O-:3])[CH3:7].[CH2:8]([P:2]([CH2:6][CH3:7])(=[O:4])[O-:3])[CH3:9]. (2) Given the reactants [OH:1][CH2:2][C:3]1[CH:12]=[CH:11][C:6]([C:7]([O:9][CH3:10])=[O:8])=[C:5]([N+:13]([O-:15])=[O:14])[CH:4]=1.[Si:16](Cl)([C:19]([CH3:22])([CH3:21])[CH3:20])([CH3:18])[CH3:17].N1C=CN=C1.O, predict the reaction product. The product is: [CH3:10][O:9][C:7](=[O:8])[C:6]1[CH:11]=[CH:12][C:3]([CH2:2][O:1][Si:16]([C:19]([CH3:22])([CH3:21])[CH3:20])([CH3:18])[CH3:17])=[CH:4][C:5]=1[N+:13]([O-:15])=[O:14]. (3) Given the reactants [CH2:1]([O:8][C:9](=[O:34])[C@@H:10]([NH:21][C:22](=[O:33])[C@@H:23]([NH:25]C(OC(C)(C)C)=O)[CH3:24])[CH2:11][C:12]1[C:20]2[C:15](=[CH:16][CH:17]=[CH:18][CH:19]=2)[NH:14][CH:13]=1)[C:2]1[CH:7]=[CH:6][CH:5]=[CH:4][CH:3]=1.FC(F)(F)C(O)=O.C([O-])([O-])=O.[Na+].[Na+], predict the reaction product. The product is: [CH2:1]([O:8][C:9](=[O:34])[C@@H:10]([NH:21][C:22](=[O:33])[C@@H:23]([NH2:25])[CH3:24])[CH2:11][C:12]1[C:20]2[C:15](=[CH:16][CH:17]=[CH:18][CH:19]=2)[NH:14][CH:13]=1)[C:2]1[CH:3]=[CH:4][CH:5]=[CH:6][CH:7]=1.